From a dataset of Forward reaction prediction with 1.9M reactions from USPTO patents (1976-2016). Predict the product of the given reaction. The product is: [Cl:25][C:26]1[CH:33]=[CH:32][CH:31]=[CH:30][C:27]=1[CH:28]=[C:11]([C:10]([CH2:9][O:8][CH2:7][CH2:6][N:5]1[C:4](=[O:19])[C:3]2=[CH:20][CH:21]=[CH:22][CH:23]=[C:2]2[C:1]1=[O:24])=[O:18])[C:12]([O:14][CH:15]([CH3:17])[CH3:16])=[O:13]. Given the reactants [C:1]1(=[O:24])[N:5]([CH2:6][CH2:7][O:8][CH2:9][C:10](=[O:18])[CH2:11][C:12]([O:14][CH:15]([CH3:17])[CH3:16])=[O:13])[C:4](=[O:19])[C:3]2=[CH:20][CH:21]=[CH:22][CH:23]=[C:2]12.[Cl:25][C:26]1[CH:33]=[CH:32][CH:31]=[CH:30][C:27]=1[CH:28]=O.N1CCCCC1.C(O)(=O)C, predict the reaction product.